From a dataset of Forward reaction prediction with 1.9M reactions from USPTO patents (1976-2016). Predict the product of the given reaction. (1) Given the reactants [CH3:1][O:2][C:3]1[CH:12]=[CH:11][C:10]2[NH:9][C:8](=[O:13])[C:7]3[S:14][CH:15]=[CH:16][C:6]=3[C:5]=2[C:4]=1[C:17]1[CH:32]=[CH:31][C:20]([CH2:21][CH2:22][NH:23][C:24](=[O:30])[O:25][C:26]([CH3:29])([CH3:28])[CH3:27])=[CH:19][CH:18]=1.C1C(=O)N([Br:40])C(=O)C1, predict the reaction product. The product is: [Br:40][C:11]1[C:10]2[NH:9][C:8](=[O:13])[C:7]3[S:14][CH:15]=[CH:16][C:6]=3[C:5]=2[C:4]([C:17]2[CH:32]=[CH:31][C:20]([CH2:21][CH2:22][NH:23][C:24](=[O:30])[O:25][C:26]([CH3:28])([CH3:29])[CH3:27])=[CH:19][CH:18]=2)=[C:3]([O:2][CH3:1])[CH:12]=1. (2) Given the reactants [C:1]([O:5][C:6]([N:8]1[CH2:13][CH2:12][NH:11][CH2:10][CH2:9]1)=[O:7])([CH3:4])([CH3:3])[CH3:2].Br[CH2:15][CH2:16][CH2:17][Cl:18].C(N(CC)CC)C, predict the reaction product. The product is: [Cl:18][CH2:17][CH2:16][CH2:15][N:11]1[CH2:12][CH2:13][N:8]([C:6]([O:5][C:1]([CH3:4])([CH3:2])[CH3:3])=[O:7])[CH2:9][CH2:10]1. (3) Given the reactants C([O-])([O-])=O.[K+].[K+].[C:7]([C:9]1[CH:10]=[C:11]2[C:16](=[CH:17][C:18]=1F)[O:15][CH2:14][CH2:13][CH:12]2[C:20]([O:22][CH3:23])=[O:21])#[N:8].[OH:24][C:25]1[CH:37]=[CH:36][C:28]([C:29]([O:31]C(C)(C)C)=[O:30])=[CH:27][C:26]=1[CH3:38].Cl, predict the reaction product. The product is: [C:7]([C:9]1[CH:10]=[C:11]2[C:16](=[CH:17][C:18]=1[O:24][C:25]1[CH:37]=[CH:36][C:28]([C:29]([OH:31])=[O:30])=[CH:27][C:26]=1[CH3:38])[O:15][CH2:14][CH2:13][CH:12]2[C:20]([O:22][CH3:23])=[O:21])#[N:8]. (4) Given the reactants [S:1]([N:11]1[C:15]2=[N:16][CH:17]=[C:18]([CH:20]=[O:21])[N:19]=[C:14]2[CH:13]=[CH:12]1)([C:4]1[CH:10]=[CH:9][C:7]([CH3:8])=[CH:6][CH:5]=1)(=[O:3])=[O:2].Br[CH2:23][CH:24]=[CH2:25].[In].Cl, predict the reaction product. The product is: [S:1]([N:11]1[C:15]2[N:16]=[CH:17][C:18]([CH:20]([OH:21])[CH2:25][CH:24]=[CH2:23])=[N:19][C:14]=2[CH:13]=[CH:12]1)([C:4]1[CH:5]=[CH:6][C:7]([CH3:8])=[CH:9][CH:10]=1)(=[O:2])=[O:3].